This data is from Reaction yield outcomes from USPTO patents with 853,638 reactions. The task is: Predict the reaction yield, written as a fraction of the theoretical maximum amount of product (1.0 means a 100% yield; for example, 0.34 means a 34% yield). (1) The reactants are N[C:2]1[N:3]=[CH:4][C:5]2[C:10]([CH:11]=1)=[CH:9][CH:8]=[CH:7][CH:6]=2.N([O-])=O.[Na+].C([O-])(O)=O.[Na+].[ClH:21]. No catalyst specified. The product is [Cl:21][C:2]1[N:3]=[CH:4][C:5]2[C:10]([CH:11]=1)=[CH:9][CH:8]=[CH:7][CH:6]=2. The yield is 0.510. (2) The reactants are [C:1]1([C:7]2[N:8]=[C:9]([C:12]3([CH2:18][NH2:19])[CH2:17][CH2:16][O:15][CH2:14][CH2:13]3)[S:10][CH:11]=2)[CH:6]=[CH:5][CH:4]=[CH:3][CH:2]=1.[CH3:20][O:21][C:22]1[CH:23]=[C:24]([CH:28]=[C:29]([C:31]2[N:35]=[C:34]([C:36]([F:39])([F:38])[F:37])[O:33][N:32]=2)[CH:30]=1)[C:25](O)=[O:26]. No catalyst specified. The product is [CH3:20][O:21][C:22]1[CH:23]=[C:24]([CH:28]=[C:29]([C:31]2[N:35]=[C:34]([C:36]([F:38])([F:37])[F:39])[O:33][N:32]=2)[CH:30]=1)[C:25]([NH:19][CH2:18][C:12]1([C:9]2[S:10][CH:11]=[C:7]([C:1]3[CH:2]=[CH:3][CH:4]=[CH:5][CH:6]=3)[N:8]=2)[CH2:13][CH2:14][O:15][CH2:16][CH2:17]1)=[O:26]. The yield is 0.460. (3) The reactants are N[C:2]1[CH:7]=[CH:6][CH:5]=[CH:4][C:3]=1[S:8]([NH:11][C:12]1[CH:13]=[CH:14][C:15]([O:22][CH2:23][C:24]2[CH:29]=[CH:28][CH:27]=[CH:26][CH:25]=2)=[C:16]2[C:21]=1[N:20]=[CH:19][CH:18]=[CH:17]2)(=[O:10])=[O:9].N(OC(C)(C)C)=O.CC(O)=O. The catalyst is C1COCC1. The product is [CH2:23]([O:22][C:15]1[CH:14]=[CH:13][C:12]([NH:11][S:8]([C:3]2[CH:4]=[CH:5][CH:6]=[CH:7][CH:2]=2)(=[O:10])=[O:9])=[C:21]2[C:16]=1[CH:17]=[CH:18][CH:19]=[N:20]2)[C:24]1[CH:25]=[CH:26][CH:27]=[CH:28][CH:29]=1. The yield is 0.0500. (4) The reactants are [CH2:1]([O:3][C@H:4]1[CH2:9][CH2:8][C@H:7]([N:10]2[CH2:15][CH2:14][CH:13]([NH:16][C:17]3[CH:22]=[C:21]([O:23][CH3:24])[CH:20]=[CH:19][C:18]=3[N+:25]([O-])=O)[CH2:12][CH2:11]2)[CH2:6][CH2:5]1)[CH3:2].O.NN. The catalyst is C(O)C.[Ni]. The product is [CH2:1]([O:3][C@H:4]1[CH2:9][CH2:8][C@H:7]([N:10]2[CH2:15][CH2:14][CH:13]([NH:16][C:17]3[C:18]([NH2:25])=[CH:19][CH:20]=[C:21]([O:23][CH3:24])[CH:22]=3)[CH2:12][CH2:11]2)[CH2:6][CH2:5]1)[CH3:2]. The yield is 1.00. (5) The reactants are [CH2:1]([S:3][C:4]1[CH:12]=[CH:11][C:10]([S:13]([CH3:16])(=[O:15])=[O:14])=[CH:9][C:5]=1[C:6]([OH:8])=O)[CH3:2].Cl.[F:18][C:19]([F:32])([F:31])[C:20]1[S:24][C:23]([N:25]2[CH2:30][CH2:29][NH:28][CH2:27][CH2:26]2)=[N:22][CH:21]=1. No catalyst specified. The product is [CH2:1]([S:3][C:4]1[CH:12]=[CH:11][C:10]([S:13]([CH3:16])(=[O:15])=[O:14])=[CH:9][C:5]=1[C:6]([N:28]1[CH2:29][CH2:30][N:25]([C:23]2[S:24][C:20]([C:19]([F:32])([F:18])[F:31])=[CH:21][N:22]=2)[CH2:26][CH2:27]1)=[O:8])[CH3:2]. The yield is 0.410.